Predict which catalyst facilitates the given reaction. From a dataset of Catalyst prediction with 721,799 reactions and 888 catalyst types from USPTO. (1) Reactant: [CH:1]1([CH2:7][CH2:8][C:9]([OH:11])=O)[CH2:6][CH2:5][CH2:4][CH2:3][CH2:2]1.C([N:14]([CH2:17]C)CC)C.C(Cl)(=[O:24])C(C)(C)C.[CH:26]([C@H:29]1[CH2:33][O:32]NC1=O)([CH3:28])[CH3:27].C([Li])CCC. Product: [CH:1]1([CH2:7][CH2:8][C:9]([N:14]2[C@@H:29]([CH:26]([CH3:27])[CH3:28])[CH2:33][O:32][C:17]2=[O:24])=[O:11])[CH2:2][CH2:3][CH2:4][CH2:5][CH2:6]1. The catalyst class is: 134. (2) Reactant: [Si]([O:8][C:9]1[CH:17]=[C:16]2[C:12]([C:13]([C:18](=[O:35])[CH:19]([NH:26][C:27]3[CH:32]=[CH:31][CH:30]=[C:29]([O:33][CH3:34])[CH:28]=3)[C:20]3[CH:25]=[CH:24][CH:23]=[CH:22][CH:21]=3)=[CH:14][NH:15]2)=[CH:11][CH:10]=1)(C(C)(C)C)(C)C.[F-].[Cs+]. Product: [OH:8][C:9]1[CH:17]=[C:16]2[C:12]([C:13]([C:18](=[O:35])[CH:19]([NH:26][C:27]3[CH:32]=[CH:31][CH:30]=[C:29]([O:33][CH3:34])[CH:28]=3)[C:20]3[CH:21]=[CH:22][CH:23]=[CH:24][CH:25]=3)=[CH:14][NH:15]2)=[CH:11][CH:10]=1. The catalyst class is: 3. (3) Reactant: Br.[CH:2]1([C:5]2[CH:6]=[CH:7][C:8]([CH:13]([C:21]3[CH:26]=[CH:25][C:24]([Cl:27])=[C:23]([Cl:28])[CH:22]=3)[CH2:14][C@@H:15]3[NH:19][C:18](=[O:20])[CH2:17][CH2:16]3)=[N:9][C:10]=2[O:11]C)[CH2:4][CH2:3]1.O. Product: [CH:2]1([C:5]2[C:10](=[O:11])[NH:9][C:8]([C@H:13]([C:21]3[CH:26]=[CH:25][C:24]([Cl:27])=[C:23]([Cl:28])[CH:22]=3)[CH2:14][C@H:15]3[CH2:16][CH2:17][C:18](=[O:20])[NH:19]3)=[CH:7][CH:6]=2)[CH2:4][CH2:3]1. The catalyst class is: 12. (4) Product: [C:42]([O:46][C:47](=[O:48])[NH:49][C@@H:50]([CH2:54][S:55][S:56][C:57]([CH3:60])([CH3:59])[CH3:58])[C:51]([NH:32][CH2:25][C:26]1[CH:31]=[CH:30][CH:29]=[CH:28][CH:27]=1)=[O:52])([CH3:44])([CH3:45])[CH3:43]. Reactant: F[P-](F)(F)(F)(F)F.N1(OC(N(C)C)=[N+](C)C)C2N=CC=CC=2N=N1.[CH2:25]([NH2:32])[C:26]1[CH:31]=[CH:30][CH:29]=[CH:28][CH:27]=1.C(N(CC)C(C)C)(C)C.[C:42]([O:46][C:47]([NH:49][C@@H:50]([CH2:54][S:55][S:56][C:57]([CH3:60])([CH3:59])[CH3:58])[C:51](O)=[O:52])=[O:48])([CH3:45])([CH3:44])[CH3:43]. The catalyst class is: 7. (5) Reactant: Cl[C:2]1[C:3]2[C:4](=[CH:13][N:14](CC3C=CC(OC)=CC=3)[N:15]=2)[N:5]=[C:6]([C:8]2[S:9][CH:10]=[CH:11][CH:12]=2)[N:7]=1.[NH2:25][C:26]1[CH:31]=[CH:30][C:29]([C:32]([N:34]2[CH2:39][CH2:38][N:37]([CH3:40])[CH2:36][CH2:35]2)=[O:33])=[CH:28][CH:27]=1.Cl. Product: [CH3:40][N:37]1[CH2:36][CH2:35][N:34]([C:32]([C:29]2[CH:30]=[CH:31][C:26]([NH:25][C:2]3[C:3]4[NH:15][N:14]=[CH:13][C:4]=4[N:5]=[C:6]([C:8]4[S:9][CH:10]=[CH:11][CH:12]=4)[N:7]=3)=[CH:27][CH:28]=2)=[O:33])[CH2:39][CH2:38]1. The catalyst class is: 71.